Dataset: Forward reaction prediction with 1.9M reactions from USPTO patents (1976-2016). Task: Predict the product of the given reaction. (1) Given the reactants [C:1]([NH:4][CH2:5][CH2:6][C:7]1[CH:8]=[CH:9][CH:10]=[C:11]2[C:16]=1[CH:15]=[C:14]([S:17](Cl)(=[O:19])=[O:18])[CH:13]=[CH:12]2)(=[O:3])[CH3:2].C([N:23](CC)CC)C.[OH-].[NH4+], predict the reaction product. The product is: [NH2:23][S:17]([C:14]1[CH:15]=[C:16]2[C:11]([CH:10]=[CH:9][CH:8]=[C:7]2[CH2:6][CH2:5][NH:4][C:1](=[O:3])[CH3:2])=[CH:12][CH:13]=1)(=[O:19])=[O:18]. (2) Given the reactants [C:1]1([C:7]2(O)[CH2:12][CH2:11][CH2:10][CH2:9][CH2:8]2)[CH:6]=[CH:5][CH:4]=[CH:3][CH:2]=1, predict the reaction product. The product is: [C:1]1([C:7]2[CH2:12][CH2:11][CH2:10][CH2:9][CH:8]=2)[CH:6]=[CH:5][CH:4]=[CH:3][CH:2]=1. (3) Given the reactants [C:1]([O:5][C:6](=[O:15])[CH2:7][C:8]1[CH:13]=[CH:12][CH:11]=[C:10]([Br:14])[N:9]=1)([CH3:4])([CH3:3])[CH3:2].C1CCN2C(=NCCC2)CC1.C(NC1C=CC(S([N:40]=[N+:41]=[N-])(=O)=O)=CC=1)(=O)C, predict the reaction product. The product is: [C:1]([O:5][C:6]([C:7]1[N:40]=[N:41][N:9]2[C:10]([Br:14])=[CH:11][CH:12]=[CH:13][C:8]=12)=[O:15])([CH3:4])([CH3:2])[CH3:3]. (4) Given the reactants [Cl:1][C:2]1[C:11]2[C:6](=[CH:7][CH:8]=[C:9](C(C3C(C)=NC(C)=CC=3)O)[CH:10]=2)[N:5]=[C:4]([O:22][CH3:23])[C:3]=1[CH2:24][C:25]1[CH:30]=[CH:29][C:28]([C:31]([F:34])([F:33])[F:32])=[CH:27][CH:26]=1.N1(C2C=CC(CC3C(Cl)=NC4C(C=3Cl)=CC(Br)=CC=4C)=CC=2)C=C[CH:37]=N1.[CH3:61][N:62]1[C:66]([C:67]([C:69]2[CH:74]=[CH:73][N:72]=[C:71]([C:75](F)(F)F)[CH:70]=2)=[O:68])=[CH:65][N:64]=[N:63]1.S1C(CC2C(OC)=NC3C(C=2Cl)=CC(C(C2N(C)C=NC=2)(C2C=NC(C(F)(F)F)=CC=2)O)=CC=3)=CC2C=CC=CC1=2, predict the reaction product. The product is: [Cl:1][C:2]1[C:11]2[C:6](=[CH:7][CH:8]=[C:9]([C:67]([C:69]3[CH:70]=[C:71]([CH3:75])[N:72]=[C:73]([CH3:37])[CH:74]=3)([C:66]3[N:62]([CH3:61])[N:63]=[N:64][CH:65]=3)[OH:68])[CH:10]=2)[N:5]=[C:4]([O:22][CH3:23])[C:3]=1[CH2:24][C:25]1[CH:26]=[CH:27][C:28]([C:31]([F:34])([F:32])[F:33])=[CH:29][CH:30]=1. (5) The product is: [Cl:18][C:19]1[CH:20]=[C:21]([S:26][C:2]2[NH:6][C:5]([CH3:7])=[C:4]([C:8]([O:10][CH2:11][CH3:12])=[O:9])[C:3]=2[CH:13]([CH3:15])[CH3:14])[CH:22]=[C:23]([Cl:25])[CH:24]=1. Given the reactants I[C:2]1[NH:6][C:5]([CH3:7])=[C:4]([C:8]([O:10][CH2:11][CH3:12])=[O:9])[C:3]=1[CH:13]([CH3:15])[CH3:14].[H-].[Li+].[Cl:18][C:19]1[CH:20]=[C:21]([S:26][S:26][C:21]2[CH:22]=[C:23]([Cl:25])[CH:24]=[C:19]([Cl:18])[CH:20]=2)[CH:22]=[C:23]([Cl:25])[CH:24]=1, predict the reaction product.